This data is from Reaction yield outcomes from USPTO patents with 853,638 reactions. The task is: Predict the reaction yield, written as a fraction of the theoretical maximum amount of product (1.0 means a 100% yield; for example, 0.34 means a 34% yield). (1) The reactants are [Br-:1].C([N:4]([CH2:7][CH3:8])CC)C.[CH3:9][C:10]([S:13](Cl)=[O:14])([CH3:12])[CH3:11]. The catalyst is C(Cl)Cl. The product is [Br:1][CH2:8][CH2:7][NH:4][S:13]([C:10]([CH3:12])([CH3:11])[CH3:9])=[O:14]. The yield is 0.860. (2) The reactants are [F:1][C:2]1[CH:7]=[CH:6][C:5]([N:8]2[CH2:13][CH2:12][N:11]([CH2:14][CH2:15][CH2:16][N:17]3[C:21]4[C:22](=O)[CH2:23][N:24]([CH3:28])[S:25](=[O:27])(=[O:26])[C:20]=4[CH:19]=[CH:18]3)[CH2:10][CH2:9]2)=[CH:4][CH:3]=1.Cl.[NH2:31][OH:32]. The catalyst is N1C=CC=CC=1. The product is [F:1][C:2]1[CH:7]=[CH:6][C:5]([N:8]2[CH2:13][CH2:12][N:11]([CH2:14][CH2:15][CH2:16][N:17]3[C:21]4[C:22](=[N:31][OH:32])[CH2:23][N:24]([CH3:28])[S:25](=[O:27])(=[O:26])[C:20]=4[CH:19]=[CH:18]3)[CH2:10][CH2:9]2)=[CH:4][CH:3]=1. The yield is 0.830. (3) The reactants are [H-].[Na+].[O:3]1[CH2:8][CH2:7][N:6]([CH2:9][CH2:10][OH:11])[CH2:5][CH2:4]1.[CH2:12](Br)[CH:13]1[O:17][CH2:16][CH2:15][CH2:14]1.[I-].[Na+].O1CCC[CH2:22]1. No catalyst specified. The product is [CH2:12]([CH2:22][O:11][CH2:10][CH2:9][N:6]1[CH2:7][CH2:8][O:3][CH2:4][CH2:5]1)[CH:13]1[O:17][CH2:16][CH2:15][CH2:14]1. The yield is 0.560.